This data is from Reaction yield outcomes from USPTO patents with 853,638 reactions. The task is: Predict the reaction yield, written as a fraction of the theoretical maximum amount of product (1.0 means a 100% yield; for example, 0.34 means a 34% yield). (1) The reactants are [H-].[Na+].[Cl:3][C:4]1[CH:9]=[CH:8][C:7]([CH2:10][CH2:11][C:12](=[O:21])[CH2:13][CH2:14][CH2:15][CH2:16][CH2:17][CH2:18][CH2:19]I)=[CH:6][CH:5]=1.[Cl:22][CH:23]([Cl:28])[C:24]([O:26][CH3:27])=[O:25].Cl. The catalyst is C1(C)C=CC=CC=1.CCCCCCC.O.CN(C)C=O. The product is [Cl:22][C:23]([Cl:28])([CH2:19][CH2:18][CH2:17][CH2:16][CH2:15][CH2:14][CH2:13][C:12](=[O:21])[CH2:11][CH2:10][C:7]1[CH:8]=[CH:9][C:4]([Cl:3])=[CH:5][CH:6]=1)[C:24]([O:26][CH3:27])=[O:25]. The yield is 0.850. (2) The reactants are Br[CH2:2][C:3](=O)[C:4]([CH3:7])([CH3:6])[CH3:5].[NH2:9][C:10]([NH2:12])=[S:11].C(=O)([O-])O.[Na+]. The catalyst is C(O)C. The product is [NH2:12][C:10]1[S:11][CH:2]=[C:3]([C:4]([CH3:7])([CH3:6])[CH3:5])[N:9]=1. The yield is 0.909. (3) The reactants are [CH:1]([C:3]1[CH:8]=[C:7]([O:9][C:10]2[CH:19]=[C:18]3[C:13]([CH2:14][CH2:15][CH:16]([C:20]([NH:22][C:23]4[CH:24]=[C:25]([CH:35]=[C:36]([C:38]([F:41])([F:40])[F:39])[CH:37]=4)[CH2:26][NH:27][C:28](=[O:34])[O:29][C:30]([CH3:33])([CH3:32])[CH3:31])=[O:21])[CH2:17]3)=[CH:12][CH:11]=2)[CH:6]=[CH:5][N:4]=1)=[O:2].C(=O)([O-])[O-].[K+].[K+].[N+:48]([CH2:50]S(C1C=CC(C)=CC=1)(=O)=O)#[C-:49]. The catalyst is CO. The product is [O:2]1[C:1]([C:3]2[CH:8]=[C:7]([O:9][C:10]3[CH:19]=[C:18]4[C:13]([CH2:14][CH2:15][CH:16]([C:20]([NH:22][C:23]5[CH:24]=[C:25]([CH:35]=[C:36]([C:38]([F:41])([F:39])[F:40])[CH:37]=5)[CH2:26][NH:27][C:28](=[O:34])[O:29][C:30]([CH3:33])([CH3:32])[CH3:31])=[O:21])[CH2:17]4)=[CH:12][CH:11]=3)[CH:6]=[CH:5][N:4]=2)=[CH:50][N:48]=[CH:49]1. The yield is 0.741. (4) The reactants are [O:1]=[C:2]1[C:10](=[CH:11][C:12]2[NH:13][C:14]3[CH2:15][CH2:16][CH2:17][CH2:18][C:19]=3[C:20]=2[CH2:21][CH2:22][C:23]([OH:25])=O)[C:9]2[C:4](=[CH:5][CH:6]=[CH:7][CH:8]=2)[NH:3]1.C(N1C=CN=C1)([N:28]1C=CN=C1)=O.N.O. The catalyst is CN(C)C=O. The product is [O:1]=[C:2]1[C:10](=[CH:11][C:12]2[NH:13][C:14]3[CH2:15][CH2:16][CH2:17][CH2:18][C:19]=3[C:20]=2[CH2:21][CH2:22][C:23]([NH2:28])=[O:25])[C:9]2[C:4](=[CH:5][CH:6]=[CH:7][CH:8]=2)[NH:3]1. The yield is 0.830. (5) The reactants are [F:1][C:2]1[CH:3]=[CH:4][C:5]([O:10][C:11]2[CH:12]=[C:13]3[C:17](=[CH:18][CH:19]=2)[N:16]([CH3:20])[N:15]=[CH:14]3)=[C:6]([CH:9]=1)[C:7]#[N:8].[ClH:21].C1(C)C=CC=CC=1.CCO. The catalyst is CO.[OH-].[OH-].[Pd+2]. The product is [ClH:21].[F:1][C:2]1[CH:3]=[CH:4][C:5]([O:10][C:11]2[CH:12]=[C:13]3[C:17](=[CH:18][CH:19]=2)[N:16]([CH3:20])[N:15]=[CH:14]3)=[C:6]([CH:9]=1)[CH2:7][NH2:8]. The yield is 0.990.